The task is: Predict the reactants needed to synthesize the given product.. This data is from Full USPTO retrosynthesis dataset with 1.9M reactions from patents (1976-2016). (1) Given the product [Cl:24][C:23]1[C:18]([CH2:17][CH2:16][C:15]2[CH:45]=[CH:46][CH:47]=[CH:48][C:14]=2[C:11]2([C:8]([NH2:9])=[O:10])[CH2:13][CH2:12]2)=[N:19][C:20]([NH:25][C:26]2[CH:31]=[N:30][C:29]([CH:32]3[CH2:37][CH2:36][NH:35][CH2:34][CH2:33]3)=[CH:28][CH:27]=2)=[N:21][CH:22]=1, predict the reactants needed to synthesize it. The reactants are: C(O)(C(F)(F)F)=O.[C:8]([C:11]1([C:14]2[CH:48]=[CH:47][CH:46]=[CH:45][C:15]=2[CH2:16][CH2:17][C:18]2[C:23]([Cl:24])=[CH:22][N:21]=[C:20]([NH:25][C:26]3[CH:27]=[CH:28][C:29]([CH:32]4[CH2:37][CH2:36][N:35](C(OC(C)(C)C)=O)[CH2:34][CH2:33]4)=[N:30][CH:31]=3)[N:19]=2)[CH2:13][CH2:12]1)(=[O:10])[NH2:9]. (2) Given the product [CH3:12][C:8]1[N:7]([C:1]2[CH:6]=[CH:5][CH:4]=[CH:3][CH:2]=2)[CH:11]=[CH:10][CH:9]=1, predict the reactants needed to synthesize it. The reactants are: [C:1]1([N:7]2[CH:11]=[CH:10][CH:9]=[C:8]2[CH:12]=O)[CH:6]=[CH:5][CH:4]=[CH:3][CH:2]=1.[OH-].[K+].O.NN. (3) Given the product [CH3:1][O:2][C:3]1[CH:20]=[C:19]([C:21]([OH:23])=[O:22])[CH:18]=[C:17]2[C:4]=1[C@@:5]1([CH3:32])[C@H:14]([CH2:15][S:16]2(=[O:25])=[O:24])[C@:13]2([CH3:26])[C@H:8]([C:9]([CH3:28])([CH3:27])[CH2:10][CH2:11][CH2:12]2)[CH2:7][CH2:6]1, predict the reactants needed to synthesize it. The reactants are: [CH3:1][O:2][C:3]1[CH:20]=[C:19]([C:21]([O-:23])=[O:22])[CH:18]=[C:17]2[C:4]=1[C@H:5]1[C@H:14]([CH2:15][S:16]2(=[O:25])=[O:24])[C@:13]2([CH3:26])[C@H:8]([C:9]([CH3:28])([CH3:27])[CH2:10][CH2:11][CH2:12]2)[CH2:7][CH2:6]1.O[Li].O.[CH2:32]1COCC1.